Dataset: Full USPTO retrosynthesis dataset with 1.9M reactions from patents (1976-2016). Task: Predict the reactants needed to synthesize the given product. Given the product [OH:6][CH2:7][C@@H:8]1[CH2:14][C@H:13]2[C@H:11]([CH2:12]2)[CH2:10][N:9]1[C:15]([O:17][CH2:18][C:19]1[CH:20]=[CH:21][CH:22]=[CH:23][CH:24]=1)=[O:16], predict the reactants needed to synthesize it. The reactants are: CC([Si](C1C=CC=CC=1)(C1C=CC=CC=1)[O:6][CH2:7][C@@H:8]1[CH2:14][C@H:13]2[C@H:11]([CH2:12]2)[CH2:10][N:9]1[C:15]([O:17][CH2:18][C:19]1[CH:24]=[CH:23][CH:22]=[CH:21][CH:20]=1)=[O:16])(C)C.C1C=CN=CC=1.F.O.CCOC(C)=O.